From a dataset of Forward reaction prediction with 1.9M reactions from USPTO patents (1976-2016). Predict the product of the given reaction. (1) Given the reactants [NH2:1][C:2]1[NH:6][N:5]=[C:4]([C:7]2[CH:12]=[CH:11][C:10]([O:13][C:14]3[CH:19]=[CH:18][CH:17]=[CH:16][CH:15]=3)=[CH:9][CH:8]=2)[C:3]=1[C:20]#[N:21].C([O-])([O-])=O.[K+].[K+].Br[CH:29]1[C:34](=O)[CH2:33][CH2:32][N:31]([C:36]([O:38][C:39]([CH3:42])([CH3:41])[CH3:40])=[O:37])[CH2:30]1.O, predict the reaction product. The product is: [C:20]([C:3]1[C:4]([C:7]2[CH:8]=[CH:9][C:10]([O:13][C:14]3[CH:19]=[CH:18][CH:17]=[CH:16][CH:15]=3)=[CH:11][CH:12]=2)=[N:5][N:6]2[C:29]3[CH2:30][N:31]([C:36]([O:38][C:39]([CH3:42])([CH3:41])[CH3:40])=[O:37])[CH2:32][CH2:33][C:34]=3[NH:1][C:2]=12)#[N:21]. (2) Given the reactants [H-].[Na+].[C:3]([O:7][C:8]([N:10]1[CH2:15][CH2:14][N:13]([C:16]([O:18][C:19]([CH3:22])([CH3:21])[CH3:20])=[O:17])[CH2:12][CH:11]1[CH:23]([C:25]1[CH:30]=[CH:29][CH:28]=[CH:27][C:26]=1[N:31]1[C:39]2[C:38](=[O:40])[N:37]([CH3:41])[C:36](=[O:42])[N:35]([CH3:43])[C:34]=2[N:33]=[CH:32]1)[OH:24])=[O:9])([CH3:6])([CH3:5])[CH3:4].[C:44](=[S:46])=[S:45].[CH3:47]I, predict the reaction product. The product is: [C:3]([O:7][C:8]([N:10]1[CH2:15][CH2:14][N:13]([C:16]([O:18][C:19]([CH3:22])([CH3:21])[CH3:20])=[O:17])[CH2:12][CH:11]1[CH:23]([C:25]1[CH:30]=[CH:29][CH:28]=[CH:27][C:26]=1[N:31]1[C:39]2[C:38](=[O:40])[N:37]([CH3:41])[C:36](=[O:42])[N:35]([CH3:43])[C:34]=2[N:33]=[CH:32]1)[O:24][C:44]([S:46][CH3:47])=[S:45])=[O:9])([CH3:4])([CH3:5])[CH3:6]. (3) Given the reactants Cl.[Cl:2][CH2:3][CH2:4][NH:5][CH2:6][CH2:7][Cl:8].C(N(CC)C(C)C)(C)C.[C:18](O[C:18]([O:20][C:21]([CH3:24])([CH3:23])[CH3:22])=[O:19])([O:20][C:21]([CH3:24])([CH3:23])[CH3:22])=[O:19], predict the reaction product. The product is: [C:21]([O:20][C:18](=[O:19])[N:5]([CH2:6][CH2:7][Cl:8])[CH2:4][CH2:3][Cl:2])([CH3:24])([CH3:23])[CH3:22].